Task: Regression. Given two drug SMILES strings and cell line genomic features, predict the synergy score measuring deviation from expected non-interaction effect.. Dataset: NCI-60 drug combinations with 297,098 pairs across 59 cell lines Drug 1: CC1=C2C(C(=O)C3(C(CC4C(C3C(C(C2(C)C)(CC1OC(=O)C(C(C5=CC=CC=C5)NC(=O)C6=CC=CC=C6)O)O)OC(=O)C7=CC=CC=C7)(CO4)OC(=O)C)O)C)OC(=O)C. Drug 2: CC12CCC3C(C1CCC2O)C(CC4=C3C=CC(=C4)O)CCCCCCCCCS(=O)CCCC(C(F)(F)F)(F)F. Cell line: SF-268. Synergy scores: CSS=-0.327, Synergy_ZIP=0.476, Synergy_Bliss=-0.357, Synergy_Loewe=-0.524, Synergy_HSA=-2.57.